Dataset: Full USPTO retrosynthesis dataset with 1.9M reactions from patents (1976-2016). Task: Predict the reactants needed to synthesize the given product. (1) Given the product [CH2:44]([O:43][P:42]([CH2:47][CH2:48][NH:49][C:11]([O:12][CH:13]([C:14]1[NH:15][C:16]([S:22][C:23]2[CH:24]=[C:25]([Cl:30])[CH:26]=[C:27]([Cl:29])[CH:28]=2)=[C:17]([CH:19]([CH3:20])[CH3:21])[N:18]=1)[CH2:59][C:60]1[CH:55]=[CH:54][N:53]=[CH:56][CH:58]=1)=[O:38])(=[O:46])[O:41][CH2:39][CH3:40])[CH3:45], predict the reactants needed to synthesize it. The reactants are: [N+](C1C=CC(O[C:11](=[O:38])[O:12][CH2:13][C:14]2[N:15](CC3C=CN=CC=3)[C:16]([S:22][C:23]3[CH:28]=[C:27]([Cl:29])[CH:26]=[C:25]([Cl:30])[CH:24]=3)=[C:17]([CH:19]([CH3:21])[CH3:20])[N:18]=2)=CC=1)([O-])=O.[CH2:39]([O:41][P:42]([CH2:47][CH2:48][NH2:49])(=[O:46])[O:43][CH2:44][CH3:45])[CH3:40].C([N:53]([CH:56]([CH3:58])C)[CH2:54][CH3:55])(C)C.[CH3:59][C:60]#N. (2) Given the product [CH3:63][O:62][C:60]([C:57]1([C:52]2[CH:53]=[CH:54][CH:55]=[CH:56][C:51]=2[C:49]#[C:50][C:2]2[C:7]([C:8]([F:11])([F:10])[F:9])=[CH:6][N:5]=[C:4]([NH:12][C:13]3[CH:18]=[CH:17][C:16]([CH:19]4[CH2:22][N:21]([C:23]([O:25][C:26]([CH3:29])([CH3:28])[CH3:27])=[O:24])[CH2:20]4)=[CH:15][CH:14]=3)[N:3]=2)[CH2:59][CH2:58]1)=[O:61], predict the reactants needed to synthesize it. The reactants are: Cl[C:2]1[C:7]([C:8]([F:11])([F:10])[F:9])=[CH:6][N:5]=[C:4]([NH:12][C:13]2[CH:18]=[CH:17][C:16]([CH:19]3[CH2:22][N:21]([C:23]([O:25][C:26]([CH3:29])([CH3:28])[CH3:27])=[O:24])[CH2:20]3)=[CH:15][CH:14]=2)[N:3]=1.C1C=CC(P(C2C=CC=CC=2)C2C=CC=CC=2)=CC=1.[C:49]([C:51]1[CH:56]=[CH:55][CH:54]=[CH:53][C:52]=1[C:57]1([C:60]([O:62][CH3:63])=[O:61])[CH2:59][CH2:58]1)#[CH:50].CCN(CC)CC. (3) Given the product [CH3:17][O:16][C:13]1[CH:14]=[CH:15][C:10]([N:9]([C:6]2[CH:5]=[CH:4][C:3]([O:2][CH3:1])=[CH:8][CH:7]=2)[C:19]2[CH:24]=[CH:23][CH:22]=[CH:21][CH:20]=2)=[CH:11][CH:12]=1, predict the reactants needed to synthesize it. The reactants are: [CH3:1][O:2][C:3]1[CH:8]=[CH:7][C:6]([NH:9][C:10]2[CH:15]=[CH:14][C:13]([O:16][CH3:17])=[CH:12][CH:11]=2)=[CH:5][CH:4]=1.I[C:19]1[CH:24]=[CH:23][CH:22]=[CH:21][CH:20]=1.C(O[Na])(C)(C)C. (4) Given the product [CH3:7][N:8]1[CH2:13][CH2:12][N:11]([C:15]2[CH:20]=[C:19]([O:21][CH:22]([CH3:23])[CH3:24])[C:18]([N+:25]([O-:27])=[O:26])=[CH:17][N:16]=2)[CH2:10][CH2:9]1, predict the reactants needed to synthesize it. The reactants are: C(=O)([O-])[O-].[K+].[K+].[CH3:7][N:8]1[CH2:13][CH2:12][NH:11][CH2:10][CH2:9]1.Cl[C:15]1[CH:20]=[C:19]([O:21][CH:22]([CH3:24])[CH3:23])[C:18]([N+:25]([O-:27])=[O:26])=[CH:17][N:16]=1.O.